Regression. Given a peptide amino acid sequence and an MHC pseudo amino acid sequence, predict their binding affinity value. This is MHC class I binding data. From a dataset of Peptide-MHC class I binding affinity with 185,985 pairs from IEDB/IMGT. (1) The peptide sequence is VMDTLNGIM. The MHC is HLA-A02:02 with pseudo-sequence HLA-A02:02. The binding affinity (normalized) is 0.368. (2) The peptide sequence is RQEMASRGLW. The MHC is HLA-A29:02 with pseudo-sequence HLA-A29:02. The binding affinity (normalized) is 0.303. (3) The peptide sequence is YMKFFGNFK. The MHC is HLA-A02:16 with pseudo-sequence HLA-A02:16. The binding affinity (normalized) is 0.0847. (4) The peptide sequence is KSAYPFDEL. The MHC is HLA-B15:17 with pseudo-sequence HLA-B15:17. The binding affinity (normalized) is 0.547. (5) The peptide sequence is FSLGLLCISI. The MHC is HLA-A02:17 with pseudo-sequence HLA-A02:17. The binding affinity (normalized) is 0.367. (6) The peptide sequence is YAEGDVVVF. The MHC is HLA-B15:09 with pseudo-sequence HLA-B15:09. The binding affinity (normalized) is 0.0847. (7) The binding affinity (normalized) is 0.834. The peptide sequence is YLYYPGRAH. The MHC is HLA-B15:02 with pseudo-sequence HLA-B15:02. (8) The peptide sequence is FVIGGMTGV. The MHC is HLA-B35:01 with pseudo-sequence HLA-B35:01. The binding affinity (normalized) is 0.329.